The task is: Predict which catalyst facilitates the given reaction.. This data is from Catalyst prediction with 721,799 reactions and 888 catalyst types from USPTO. (1) Reactant: C(Cl)(=O)C(Cl)=O.CS(C)=O.[C:11]([O:15][C:16](=[O:29])[N:17]([C@@H:19]([CH2:27]O)[CH2:20][C:21]1[CH:26]=[CH:25][CH:24]=[CH:23][CH:22]=1)[CH3:18])([CH3:14])([CH3:13])[CH3:12].C(N(C(C)C)C(C)C)C.C(O)(=O)C.[CH2:43]([NH2:50])[C:44]1[CH:49]=[CH:48][CH:47]=[CH:46][CH:45]=1.C([BH3-])#N.[Na+]. Product: [C:11]([O:15][C:16](=[O:29])[N:17]([C@H:19]([CH2:20][C:21]1[CH:26]=[CH:25][CH:24]=[CH:23][CH:22]=1)[CH2:27][NH:50][CH2:43][C:44]1[CH:49]=[CH:48][CH:47]=[CH:46][CH:45]=1)[CH3:18])([CH3:14])([CH3:13])[CH3:12]. The catalyst class is: 4. (2) Reactant: [CH3:1][O:2][C:3]1[N:8]=[C:7]([O:9][CH3:10])[N:6]=[C:5]([CH:11]2[C:19]3[C:14](=[C:15]([F:20])[CH:16]=[CH:17][CH:18]=3)[NH:13][C:12]2=[O:21])[N:4]=1.N12CCN(CC1)CC2.[F:30][C:31]([F:44])([F:43])[S:32](O[S:32]([C:31]([F:44])([F:43])[F:30])(=[O:34])=[O:33])(=[O:34])=[O:33].Cl. Product: [F:30][C:31]([F:44])([F:43])[S:32]([O:21][C:12]1[NH:13][C:14]2[C:19]([C:11]=1[C:5]1[N:4]=[C:3]([O:2][CH3:1])[N:8]=[C:7]([O:9][CH3:10])[N:6]=1)=[CH:18][CH:17]=[CH:16][C:15]=2[F:20])(=[O:34])=[O:33]. The catalyst class is: 4.